Dataset: Full USPTO retrosynthesis dataset with 1.9M reactions from patents (1976-2016). Task: Predict the reactants needed to synthesize the given product. (1) Given the product [N:34]([C:2]1([CH3:17])[CH2:3][CH2:4][CH:5]([O:8][CH2:9][O:10][CH2:11][CH2:12][Si:13]([CH3:14])([CH3:15])[CH3:16])[CH2:6][CH2:7]1)=[C:37]=[O:41], predict the reactants needed to synthesize it. The reactants are: C[C:2]1([C:17](O)=O)[CH2:7][CH2:6][CH:5]([O:8][CH2:9][O:10][CH2:11][CH2:12][Si:13]([CH3:16])([CH3:15])[CH3:14])[CH2:4][CH2:3]1.C1C=CC(P([N:34]=[N+]=[N-])(C2C=CC=CC=2)=O)=CC=1.[C:37]([OH:41])(C)(C)C. (2) The reactants are: [CH3:1][O:2][C:3]1[CH:8]=[CH:7][C:6]([C:9]([C:33]2[CH:38]=[CH:37][C:36]([O:39][CH3:40])=[CH:35][CH:34]=2)([C:27]2[CH:32]=[CH:31][CH:30]=[CH:29][CH:28]=2)[NH:10][S:11]([C:14]2[S:15][C:16]3[CH:22]=[C:21]([O:23][CH2:24][C:25]#[CH:26])[CH:20]=[CH:19][C:17]=3[N:18]=2)(=[O:13])=[O:12])=[CH:5][CH:4]=1.[N:41]([C@@H:44]([CH2:58][C:59]1[CH:64]=[CH:63][C:62]([O:65][CH2:66][CH2:67][O:68][S:69]([C:72]2[CH:78]=[CH:77][C:75]([CH3:76])=[CH:74][CH:73]=2)(=[O:71])=[O:70])=[CH:61][CH:60]=1)[C:45]([N:47]1[CH2:52][CH2:51][CH:50]([C:53]([O:55][CH2:56][CH3:57])=[O:54])[CH2:49][CH2:48]1)=[O:46])=[N+:42]=[N-:43].C(N(C(C)C)CC)(C)C. Given the product [CH3:40][O:39][C:36]1[CH:35]=[CH:34][C:33]([C:9]([C:6]2[CH:7]=[CH:8][C:3]([O:2][CH3:1])=[CH:4][CH:5]=2)([C:27]2[CH:32]=[CH:31][CH:30]=[CH:29][CH:28]=2)[NH:10][S:11]([C:14]2[S:15][C:16]3[CH:22]=[C:21]([O:23][CH2:24][C:25]4[N:43]=[N:42][N:41]([C@@H:44]([CH2:58][C:59]5[CH:64]=[CH:63][C:62]([O:65][CH2:66][CH2:67][O:68][S:69]([C:72]6[CH:78]=[CH:77][C:75]([CH3:76])=[CH:74][CH:73]=6)(=[O:71])=[O:70])=[CH:61][CH:60]=5)[C:45]([N:47]5[CH2:48][CH2:49][CH:50]([C:53]([O:55][CH2:56][CH3:57])=[O:54])[CH2:51][CH2:52]5)=[O:46])[CH:26]=4)[CH:20]=[CH:19][C:17]=3[N:18]=2)(=[O:13])=[O:12])=[CH:38][CH:37]=1, predict the reactants needed to synthesize it. (3) Given the product [CH2:1]([O:8][CH2:9][CH2:10][N:11]1[C:17](=[O:18])[C@@H:16]([NH:19][C:20](=[O:25])[CH2:21][C:22]([NH:38][CH2:37][CH2:36][C:35]([F:43])([F:34])[C:39]([F:42])([F:41])[F:40])=[O:24])[C:15]2[CH:26]=[CH:27][CH:28]=[CH:29][C:14]=2[C:13]2[CH:30]=[CH:31][CH:32]=[CH:33][C:12]1=2)[C:2]1[CH:7]=[CH:6][CH:5]=[CH:4][CH:3]=1, predict the reactants needed to synthesize it. The reactants are: [CH2:1]([O:8][CH2:9][CH2:10][N:11]1[C:17](=[O:18])[C@@H:16]([NH:19][C:20](=[O:25])[CH2:21][C:22]([OH:24])=O)[C:15]2[CH:26]=[CH:27][CH:28]=[CH:29][C:14]=2[C:13]2[CH:30]=[CH:31][CH:32]=[CH:33][C:12]1=2)[C:2]1[CH:7]=[CH:6][CH:5]=[CH:4][CH:3]=1.[F:34][C:35]([F:43])([C:39]([F:42])([F:41])[F:40])[CH2:36][CH2:37][NH2:38]. (4) Given the product [F:8][C:5]1[CH:6]=[CH:7][C:2]([C:18]2([OH:19])[CH2:17][CH:16]3[CH2:15][CH:14]2[CH2:13][CH2:12]3)=[CH:3][CH:4]=1, predict the reactants needed to synthesize it. The reactants are: Br[C:2]1[CH:7]=[CH:6][C:5]([F:8])=[CH:4][CH:3]=1.[Mg].II.[CH2:12]1[CH:16]2[CH2:17][C:18](=[O:19])[CH:14]([CH2:15]2)[CH2:13]1. (5) Given the product [OH:1][CH2:2][C@H:3]([N:5]1[C:10](=[O:11])[C:9]([I:23])=[CH:8][N:7]([C:12]2[CH:17]=[CH:16][CH:15]=[C:14]([C:18]([F:21])([F:19])[F:20])[CH:13]=2)[C:6]1=[O:22])[CH3:4], predict the reactants needed to synthesize it. The reactants are: [OH:1][CH2:2][C@H:3]([N:5]1[C:10](=[O:11])[CH:9]=[CH:8][N:7]([C:12]2[CH:17]=[CH:16][CH:15]=[C:14]([C:18]([F:21])([F:20])[F:19])[CH:13]=2)[C:6]1=[O:22])[CH3:4].[I:23]Cl. (6) Given the product [N+:25]([C:15]1[C:16]2[CH:4]=[CH:5][CH:6]=[CH:7][C:8]=2[C:9]2[CH2:10][CH2:11][N:12]([C:17](=[O:22])[C:18]([F:21])([F:20])[F:19])[C:13]=2[CH:14]=1)([O-:27])=[O:26], predict the reactants needed to synthesize it. The reactants are: C([C:4]1[C:16]2[CH:15]=[CH:14][C:13]3[N:12]([C:17](=[O:22])[C:18]([F:21])([F:20])[F:19])[CH2:11][CH:10](CCl)[C:9]=3[C:8]=2[CH:7]=[CH:6][CH:5]=1)(=O)C.[N+:25]([O-])([OH:27])=[O:26].